From a dataset of Full USPTO retrosynthesis dataset with 1.9M reactions from patents (1976-2016). Predict the reactants needed to synthesize the given product. Given the product [Br:1][C:2]1[CH:7]=[C:6]([F:8])[C:5]([F:9])=[CH:4][C:3]=1[C:10]1[C:14]([CH:15]([CH:40]2[CH2:39][CH2:43]2)[NH:36][S:33]([C:30]2[CH:29]=[CH:28][C:27]([C:26]([F:25])([F:37])[F:38])=[CH:32][CH:31]=2)(=[O:34])=[O:35])=[CH:13][N:12]([CH2:17][O:18][CH2:19][CH2:20][Si:21]([CH3:24])([CH3:23])[CH3:22])[N:11]=1, predict the reactants needed to synthesize it. The reactants are: [Br:1][C:2]1[CH:7]=[C:6]([F:8])[C:5]([F:9])=[CH:4][C:3]=1[C:10]1[C:14]([CH:15]=O)=[CH:13][N:12]([CH2:17][O:18][CH2:19][CH2:20][Si:21]([CH3:24])([CH3:23])[CH3:22])[N:11]=1.[F:25][C:26]([F:38])([F:37])[C:27]1[CH:32]=[CH:31][C:30]([S:33]([NH2:36])(=[O:35])=[O:34])=[CH:29][CH:28]=1.[CH2:39]1[CH2:43]OC[CH2:40]1.